From a dataset of Antibody developability classification from SAbDab with 2,409 antibodies. Regression/Classification. Given an antibody's heavy chain and light chain sequences, predict its developability. TAP uses regression for 5 developability metrics; SAbDab uses binary classification. (1) The antibody is ['QVQLVQSGSELKKPGASVKVSCKASGYSFTSYSINWVRQAPGQGPEWMGWIDTNTGNPTYAQDFAGRFVFSLDTSVTTAYLQISSLKAGDTAVYYCATYYVDLWGSYRQDYYGMDVWGHGTLVTVSS', 'ASVVTQPPSVSGTPGQGVTISCSGGSSNIGSNPVNWYQMVPGTAPKLLLYTNNQRPSGVPDRFSGSKSGTSASLAINGLQSEDEADYYCAVWDDSLSGRWVFGGGTKVTVL']. Result: 0 (not developable). (2) The antibody is ['EVQLQESGPSLVKPSQTLSLTCSVTGDSITSGYWNWIRKFPGNKLEYMGYISYSGSTYYNLSLRSRISITRDTSKNQYYLQLNSVTTEDTATYYCALITTTTYAMDYWGQGTSVTVSS', 'NIVLTQSPVSLAVSLGQRATISCRASESVDGYGNSFLHWFQQKPGQPPKLLIYLASNLNSGVPARFSGSGSRTDFTLTIDPVEADDAATYYCQQNNVDPWTFGGGTKLEIK']. Result: 0 (not developable). (3) The antibody is ['QVHLQQSGAELMKPGASVKISCKATGYTFTSYWIEWVKQRPGHGLEWLGEILPGSGYIHYNEKFKGKATFTTDTSSNTAYMQLSSLTSEDSAVYYCSRALALYAMDYWGQGTSVTVSS', 'DIVMTQATPSIPVTPGESVSISCRSNKSLLHSNGNTYLYWFLQRPGQSPRLLIFRMSNLASGVPDRFSGSGSGTAFTLRISRVEAADVGIYFCLQHLEYPFTFGAGTKLELK']. Result: 0 (not developable). (4) The antibody is ['4xbe', '4wy7_L']. Result: 0 (not developable). (5) The antibody is ['EVKLLESGGGLVQPGGSQKLSCAASGFDFSGYWMSWVRQAPGKGLEWIGEINPDSSTINYTPSLKDKFIISRDNAKNTLYLQMSKVRSEDTALYYCARETGTRFDYWGQGTTLTVSS', 'DIVMTQAAFSNPVTLGTSASISCRSSKSLLYSNGITYLYWYLQKPGQSPQLLIYQMSNLASGVPDRFSSSGSGTDFTLRISRVEAEDVGVYYCAQNLEVPWTFGGGTKLEIK']. Result: 0 (not developable). (6) The antibody is ['QVTLKESGPGILQPSQTLSLTCSFSGFSLSTSGMGVSWIRQPSGKGLEWLAHIYWDDDKRYNPSLKSRLTISKDTSRNQVFLKITSVDTADTATYYCARLYGFTYGFAYWGQGTLVTVSA', 'DIVLTQSPASLAVSLGQRATIFCRASQSVDYNGISYMHWFQQKPGQPPKLLIYAASNPESGIPARFTGSGSGTDFTLNIHPVEEEDAATYYCQQIIEDPWTFGGGTKLEIK']. Result: 0 (not developable). (7) The antibody is ['QVQLQQSGAEVKKPGSSVKVSCKASGGTFSSYTISWVRQAPGQGLEWMGGITPILGIANYAQKFQGRVTITTDESTSTAYMELSSLRSEDTAVYYCARDTVMGGMDVWGQGTTVTVSS', 'SYELTQPPSVSVAPGKTARITCGGNNIGSKSVHWYQQKPGQAPVLVVYDDSDRPSGIPERFSGSNSGNTATLTISRVEAGDEADYYCQVWDSSSDYVFGTGTKVTVL']. Result: 0 (not developable).